This data is from KCNQ2 potassium channel screen with 302,405 compounds. The task is: Binary Classification. Given a drug SMILES string, predict its activity (active/inactive) in a high-throughput screening assay against a specified biological target. (1) The compound is S=C(NC(=O)c1c2c(nc(c1)c1ccccc1)cccc2)NNC(=O)c1ccc(OC)cc1. The result is 0 (inactive). (2) The drug is s1c2c(n3c1nnc3SCc1c(onc1C)C)cccc2. The result is 0 (inactive). (3) The compound is Clc1cc(c2oc(SCC(=O)Nc3c(n(n(c3=O)c3ccccc3)C)C)nn2)ccc1. The result is 0 (inactive). (4) The drug is O=C(N1C(Cc2c(C1)cc(OC)c(OC)c2)C(O)=O)CCc1c2c([nH]c1)cccc2. The result is 0 (inactive).